From a dataset of Full USPTO retrosynthesis dataset with 1.9M reactions from patents (1976-2016). Predict the reactants needed to synthesize the given product. (1) Given the product [Br:1][C:2]1[N:7]=[C:6]([CH:8]([O:13][C:15]2[CH:27]=[CH:26][C:18]([O:19][CH2:20][C:21]([O:23][CH2:24][CH3:25])=[O:22])=[C:17]([CH3:28])[CH:16]=2)[CH2:9][CH2:10][CH2:11][CH3:12])[CH:5]=[CH:4][CH:3]=1, predict the reactants needed to synthesize it. The reactants are: [Br:1][C:2]1[N:7]=[C:6]([CH:8]([OH:13])[CH2:9][CH2:10][CH2:11][CH3:12])[CH:5]=[CH:4][CH:3]=1.O[C:15]1[CH:27]=[CH:26][C:18]([O:19][CH2:20][C:21]([O:23][CH2:24][CH3:25])=[O:22])=[C:17]([CH3:28])[CH:16]=1.C1CCN(C(N=NC(N2CCCCC2)=O)=O)CC1.P(CCCC)(CCCC)CCCC. (2) Given the product [Cl:1][C:2]1[N:6]=[CH:5][NH:4][C:3]=1[C:15]([NH:17][CH2:18][C:19]1[CH:24]=[CH:23][C:22]([CH2:25][CH3:26])=[C:21]([O:27][C:28]2[CH:33]=[C:32]([C:34]#[N:35])[CH:31]=[C:30]([Cl:36])[CH:29]=2)[C:20]=1[F:37])=[O:16], predict the reactants needed to synthesize it. The reactants are: [Cl:1][C:2]1[N:6](COCC[Si](C)(C)C)[CH:5]=[N:4][C:3]=1[C:15]([NH:17][CH2:18][C:19]1[CH:24]=[CH:23][C:22]([CH2:25][CH3:26])=[C:21]([O:27][C:28]2[CH:33]=[C:32]([C:34]#[N:35])[CH:31]=[C:30]([Cl:36])[CH:29]=2)[C:20]=1[F:37])=[O:16].C(O)(C(F)(F)F)=O. (3) Given the product [Br:1][C:2]1[C:3]([F:21])=[CH:4][C:5]([N+:18]([O-:20])=[O:19])=[C:6]([O:8][C:9]2[C:14]([F:15])=[C:13]([CH2:16][Br:29])[CH:12]=[CH:11][C:10]=2[Cl:17])[CH:7]=1, predict the reactants needed to synthesize it. The reactants are: [Br:1][C:2]1[C:3]([F:21])=[CH:4][C:5]([N+:18]([O-:20])=[O:19])=[C:6]([O:8][C:9]2[C:14]([F:15])=[C:13]([CH3:16])[CH:12]=[CH:11][C:10]=2[Cl:17])[CH:7]=1.C1C(=O)N([Br:29])C(=O)C1. (4) Given the product [S:11]1[C:12]2[CH:17]=[CH:16][N:15]=[CH:14][C:13]=2[N:18]=[C:10]1[C:5]1[CH:6]=[CH:7][CH:8]=[CH:9][C:4]=1[NH2:1], predict the reactants needed to synthesize it. The reactants are: [N+:1]([C:4]1[CH:9]=[CH:8][CH:7]=[CH:6][C:5]=1[C:10]1[S:11][C:12]2[CH:17]=[CH:16][N:15]=[CH:14][C:13]=2[N:18]=1)([O-])=O.[NH4+].[Cl-].